The task is: Predict the product of the given reaction.. This data is from Forward reaction prediction with 1.9M reactions from USPTO patents (1976-2016). (1) The product is: [Cl:1][C:2]1[CH:7]=[C:6]([NH:8][C:9]2[CH:14]=[CH:13][CH:12]=[CH:11][C:10]=2[CH2:15][CH2:16][NH:17][CH2:18][CH:19]([OH:20])[CH2:23][OH:22])[CH:5]=[CH:4][C:3]=1[C:26]([C:28]1[CH:33]=[CH:32][CH:31]=[CH:30][C:29]=1[CH3:34])=[O:27]. Given the reactants [Cl:1][C:2]1[CH:7]=[C:6]([NH:8][C:9]2[CH:14]=[CH:13][CH:12]=[CH:11][C:10]=2[CH2:15][CH2:16][NH:17][CH2:18][CH:19]2[CH2:23][O:22]C(C)(C)[O:20]2)[CH:5]=[CH:4][C:3]=1[C:26]([C:28]1[CH:33]=[CH:32][CH:31]=[CH:30][C:29]=1[CH3:34])=[O:27].C([O-])(O)=O.[Na+], predict the reaction product. (2) Given the reactants ClC(O[C:6](Cl)=[O:7])(Cl)Cl.[N:9]1[C:18]2[C:13](=CC=CC=2)[CH:12]=[CH:11]C=1.[F:19][C:20]1[CH:53]=[C:52]([F:54])[C:51]([F:55])=[CH:50][C:21]=1[CH2:22][O:23][CH2:24][C@@H:25]1[CH2:29][C@@H:28]([S:30][C:31]([C:44]2[CH:49]=[CH:48][CH:47]=[CH:46][CH:45]=2)([C:38]2[CH:43]=[CH:42][CH:41]=[CH:40][CH:39]=2)[C:32]2[CH:37]=[CH:36][CH:35]=[CH:34][CH:33]=2)[CH2:27][NH:26]1.N1CCCC1, predict the reaction product. The product is: [N:9]1([C:6]([N:26]2[CH2:27][C@H:28]([S:30][C:31]([C:38]3[CH:43]=[CH:42][CH:41]=[CH:40][CH:39]=3)([C:32]3[CH:33]=[CH:34][CH:35]=[CH:36][CH:37]=3)[C:44]3[CH:45]=[CH:46][CH:47]=[CH:48][CH:49]=3)[CH2:29][C@H:25]2[CH2:24][O:23][CH2:22][C:21]2[CH:50]=[C:51]([F:55])[C:52]([F:54])=[CH:53][C:20]=2[F:19])=[O:7])[CH2:11][CH2:12][CH2:13][CH2:18]1. (3) The product is: [Cl:9][C:8]1[N:1]=[C:2]([Cl:3])[N:4]=[C:5]([NH:13][CH2:17][C:18]#[CH:20])[N:7]=1. Given the reactants [N:1]1[C:8]([Cl:9])=[N:7][C:5](Cl)=[N:4][C:2]=1[Cl:3].C([N:13]([CH2:17][CH3:18])C(C)C)(C)C.O1CCC[CH2:20]1, predict the reaction product. (4) Given the reactants Cl.Cl.[CH2:3]([C@:5]1([C:11]([N:13]2[CH2:18][CH2:17][N:16]([C:19]3[CH:24]=[C:23]([C:25]([F:28])([F:27])[F:26])[CH:22]=[CH:21][N:20]=3)[CH2:15][CH2:14]2)=[O:12])[CH2:9][CH2:8][C@H:7]([NH2:10])[CH2:6]1)[CH3:4].[CH3:29][CH:30]1[C:35](=O)[CH2:34][CH2:33][O:32][CH2:31]1.C(N(CC)CC)C.C(O[BH-](OC(=O)C)OC(=O)C)(=O)C.[Na+], predict the reaction product. The product is: [CH2:3]([C@:5]1([C:11]([N:13]2[CH2:18][CH2:17][N:16]([C:19]3[CH:24]=[C:23]([C:25]([F:28])([F:27])[F:26])[CH:22]=[CH:21][N:20]=3)[CH2:15][CH2:14]2)=[O:12])[CH2:9][CH2:8][C@H:7]([NH:10][CH:35]2[CH2:34][CH2:33][O:32][CH2:31][CH:30]2[CH3:29])[CH2:6]1)[CH3:4]. (5) Given the reactants BrC1C=CC(F)=C([C@]2(C)C3[C@](C(O)=O)(C3)SC(N(C(OC(C)(C)C)=O)COCC[Si](C)(C)C)=N2)C=1.[CH3:36][C@H:37]([O:40][C:41]1[N:42]=[CH:43][C:44]([C:47]([NH:49][C:50]2[CH:51]=[CH:52][C:53]([F:84])=[C:54]([C@:56]3([CH3:83])[C@H:62]4[C@:60]([C:63]([O:65]C)=[O:64])([CH2:61]4)[S:59][C:58]([N:67]([C:76]([O:78][C:79]([CH3:82])([CH3:81])[CH3:80])=[O:77])[CH2:68][O:69][CH2:70][CH2:71][Si:72]([CH3:75])([CH3:74])[CH3:73])=[N:57]3)[CH:55]=2)=[O:48])=[N:45][CH:46]=1)[C:38]#[CH:39], predict the reaction product. The product is: [CH3:36][C@H:37]([O:40][C:41]1[N:42]=[CH:43][C:44]([C:47]([NH:49][C:50]2[CH:51]=[CH:52][C:53]([F:84])=[C:54]([C@:56]3([CH3:83])[C@H:62]4[C@:60]([C:63]([OH:65])=[O:64])([CH2:61]4)[S:59][C:58]([N:67]([C:76]([O:78][C:79]([CH3:82])([CH3:81])[CH3:80])=[O:77])[CH2:68][O:69][CH2:70][CH2:71][Si:72]([CH3:73])([CH3:75])[CH3:74])=[N:57]3)[CH:55]=2)=[O:48])=[N:45][CH:46]=1)[C:38]#[CH:39]. (6) The product is: [C:15]1([C:20]2[CH:21]=[CH:22][CH:23]=[CH:24][CH:25]=2)[CH:16]=[CH:17][CH:18]=[CH:19][C:14]=1[NH:13][C:2]1[CH:9]=[CH:8][C:7]([N+:10]([O-:12])=[O:11])=[CH:6][C:3]=1[C:4]#[N:5]. Given the reactants F[C:2]1[CH:9]=[CH:8][C:7]([N+:10]([O-:12])=[O:11])=[CH:6][C:3]=1[C:4]#[N:5].[NH2:13][C:14]1[CH:19]=[CH:18][CH:17]=[CH:16][C:15]=1[C:20]1[CH:25]=[CH:24][CH:23]=[CH:22][CH:21]=1.CC(C)([O-])C.[K+], predict the reaction product. (7) Given the reactants Br[C:2]1[C:11]([CH3:12])=[CH:10][C:9]2[C:4](=[CH:5][CH:6]=[C:7]([O:13][CH3:14])[CH:8]=2)[C:3]=1[O:15][CH2:16][O:17][CH3:18].[F:19][C:20]1[CH:21]=[C:22](B(O)O)[CH:23]=[CH:24][CH:25]=1.C(=O)([O-])[O-].[Na+].[Na+], predict the reaction product. The product is: [F:19][C:20]1[CH:21]=[CH:22][C:23]([C:2]2[C:11]([CH3:12])=[CH:10][C:9]3[C:4](=[CH:5][CH:6]=[C:7]([O:13][CH3:14])[CH:8]=3)[C:3]=2[O:15][CH2:16][O:17][CH3:18])=[CH:24][CH:25]=1. (8) Given the reactants Br[C:2]1[CH:3]=[C:4]([CH:6]=[CH:7][C:8]=1[CH3:9])[NH2:5].[CH3:10][O:11][C:12]([C:14]1[CH:19]=[CH:18][C:17](B(O)O)=[CH:16][CH:15]=1)=[O:13].C(=O)([O-])[O-].[Cs+].[Cs+], predict the reaction product. The product is: [NH2:5][C:4]1[CH:6]=[CH:7][C:8]([CH3:9])=[C:2]([C:17]2[CH:18]=[CH:19][C:14]([C:12]([O:11][CH3:10])=[O:13])=[CH:15][CH:16]=2)[CH:3]=1. (9) Given the reactants [CH2:1]([O:3][C:4]([C:6]1[O:7][C:8]2[CH:15]=[C:14]([O:16][CH:17]3[CH2:22][CH2:21][NH:20][CH2:19][CH2:18]3)[C:13]([Cl:23])=[CH:12][C:9]=2[C:10]=1[CH3:11])=[O:5])[CH3:2].[C:24]1(=O)[CH2:27][CH2:26][CH2:25]1.C(O)(=O)C.C(O[BH-](OC(=O)C)OC(=O)C)(=O)C.[Na+], predict the reaction product. The product is: [CH2:1]([O:3][C:4]([C:6]1[O:7][C:8]2[CH:15]=[C:14]([O:16][CH:17]3[CH2:22][CH2:21][N:20]([CH:24]4[CH2:27][CH2:26][CH2:25]4)[CH2:19][CH2:18]3)[C:13]([Cl:23])=[CH:12][C:9]=2[C:10]=1[CH3:11])=[O:5])[CH3:2]. (10) Given the reactants Cl[C:2]1[CH:9]=[CH:8][C:5]([C:6]#[N:7])=[CH:4][CH:3]=1.P.C([O-])([O-])=O.[Cs+].[Cs+].[CH3:17][C:18]([CH3:20])=[O:19], predict the reaction product. The product is: [O:19]=[C:18]([CH3:20])[CH2:17][C:2]1[CH:9]=[CH:8][C:5]([C:6]#[N:7])=[CH:4][CH:3]=1.